From a dataset of Full USPTO retrosynthesis dataset with 1.9M reactions from patents (1976-2016). Predict the reactants needed to synthesize the given product. (1) Given the product [Cl:2][CH2:3][CH2:4][O:5][C:6]1[C:15]2[C:10](=[CH:11][CH:12]=[CH:13][CH:14]=2)[C:9]([NH:16][C:21](=[O:22])[C:20]2[CH:24]=[C:25]([N:27]3[CH2:28][CH2:29][CH2:30][CH2:31][CH2:32]3)[CH:26]=[C:18]([F:17])[CH:19]=2)=[CH:8][CH:7]=1, predict the reactants needed to synthesize it. The reactants are: Cl.[Cl:2][CH2:3][CH2:4][O:5][C:6]1[C:15]2[C:10](=[CH:11][CH:12]=[CH:13][CH:14]=2)[C:9]([NH2:16])=[CH:8][CH:7]=1.[F:17][C:18]1[CH:19]=[C:20]([CH:24]=[C:25]([N:27]2[CH2:32][CH2:31][CH2:30][CH2:29][CH2:28]2)[CH:26]=1)[C:21](O)=[O:22].C(N(C(C)C)CC)(C)C.CN(C(ON1N=NC2C=CC=CC1=2)=[N+](C)C)C.F[P-](F)(F)(F)(F)F. (2) The reactants are: O1[C:5]2([CH2:10][CH2:9][N:8]([C:11]3[N:16]=[CH:15][C:14]([C:17]4[C:26]5[C:21](=[CH:22][C:23]([O:29][CH3:30])=[C:24]([O:27][CH3:28])[CH:25]=5)[N:20]=[N:19][CH:18]=4)=[CH:13][C:12]=3[CH3:31])[CH2:7][CH2:6]2)[O:4]CC1. Given the product [CH3:28][O:27][C:24]1[CH:25]=[C:26]2[C:21](=[CH:22][C:23]=1[O:29][CH3:30])[N:20]=[N:19][CH:18]=[C:17]2[C:14]1[CH:13]=[C:12]([CH3:31])[C:11]([N:8]2[CH2:9][CH2:10][C:5](=[O:4])[CH2:6][CH2:7]2)=[N:16][CH:15]=1, predict the reactants needed to synthesize it. (3) Given the product [CH3:31][N:32]1[C:37]([CH3:38])=[CH:36][C:35](=[O:39])[C:34]([O:40][CH2:41][C:42]2[CH:47]=[CH:46][CH:45]=[CH:44][CH:43]=2)=[C:33]1[CH2:48][N:24]1[C:20](=[O:30])[C:21]2=[CH:29][CH:28]=[CH:27][CH:26]=[C:22]2[C:23]1=[O:25], predict the reactants needed to synthesize it. The reactants are: C1(P(C2C=CC=CC=2)C2C=CC=CC=2)C=CC=CC=1.[C:20]1(=[O:30])[NH:24][C:23](=[O:25])[C:22]2=[CH:26][CH:27]=[CH:28][CH:29]=[C:21]12.[CH3:31][N:32]1[C:37]([CH3:38])=[CH:36][C:35](=[O:39])[C:34]([O:40][CH2:41][C:42]2[CH:47]=[CH:46][CH:45]=[CH:44][CH:43]=2)=[C:33]1[CH2:48]O.N(C(OC(C)C)=O)=NC(OC(C)C)=O. (4) Given the product [Br:12][C:13]1[CH:21]=[CH:20][C:16]([C:17]([NH:11][C:7]2[CH:8]=[CH:9][CH:10]=[C:5]([C:1]([CH3:4])([CH3:2])[CH3:3])[CH:6]=2)=[O:18])=[C:15]([F:22])[CH:14]=1, predict the reactants needed to synthesize it. The reactants are: [C:1]([C:5]1[CH:6]=[C:7]([NH2:11])[CH:8]=[CH:9][CH:10]=1)([CH3:4])([CH3:3])[CH3:2].[Br:12][C:13]1[CH:21]=[CH:20][C:16]([C:17](O)=[O:18])=[C:15]([F:22])[CH:14]=1.BrC1C=CC(C(NC2C=CC=C(C(C)(C)C)C=2)=O)=CC=1F. (5) Given the product [CH2:1]([C@:3]12[C:16]3[C:11](=[CH:12][C:13]([O:17][CH2:29][C:30]4[C:31]([CH3:36])=[N:32][CH:33]=[CH:34][CH:35]=4)=[CH:14][CH:15]=3)[CH2:10][CH2:9][C@@H:8]1[CH2:7][C@:6]([C:19]1[CH:24]=[CH:23][C:22]([F:25])=[CH:21][CH:20]=1)([OH:18])[C@@H:5]([OH:26])[CH2:4]2)[CH3:2], predict the reactants needed to synthesize it. The reactants are: [CH2:1]([C@:3]12[C:16]3[C:11](=[CH:12][C:13]([OH:17])=[CH:14][CH:15]=3)[CH2:10][CH2:9][C@@H:8]1[CH2:7][C@:6]([C:19]1[CH:24]=[CH:23][C:22]([F:25])=[CH:21][CH:20]=1)([OH:18])[C@@H:5]([OH:26])[CH2:4]2)[CH3:2].Cl.Cl[CH2:29][C:30]1[C:31]([CH3:36])=[N:32][CH:33]=[CH:34][CH:35]=1. (6) Given the product [ClH:24].[N:11]1([C:14]2[CH:23]=[CH:22][C:21]3[C:16](=[CH:17][CH:18]=[CH:19][CH:20]=3)[N:15]=2)[CH2:10][CH2:9][NH:8][CH2:13][CH2:12]1, predict the reactants needed to synthesize it. The reactants are: C(OC([N:8]1[CH2:13][CH2:12][N:11]([C:14]2[CH:23]=[CH:22][C:21]3[C:16](=[CH:17][CH:18]=[CH:19][CH:20]=3)[N:15]=2)[CH2:10][CH2:9]1)=O)(C)(C)C.[ClH:24].